This data is from Reaction yield outcomes from USPTO patents with 853,638 reactions. The task is: Predict the reaction yield, written as a fraction of the theoretical maximum amount of product (1.0 means a 100% yield; for example, 0.34 means a 34% yield). (1) The reactants are Br[C:2]1[S:6][C:5]([C:7]2[CH:12]=[CH:11][CH:10]=[CH:9][CH:8]=2)=[N:4][C:3]=1[C:13]([O:15][CH2:16][CH3:17])=[O:14].[CH2:18]([O:21][CH:22]1[CH2:27][CH2:26][CH2:25][CH2:24][O:23]1)[C:19]#[CH:20].C(N(CC)CC)C.O. The catalyst is C1COCC1.Cl[Pd](Cl)([P](C1C=CC=CC=1)(C1C=CC=CC=1)C1C=CC=CC=1)[P](C1C=CC=CC=1)(C1C=CC=CC=1)C1C=CC=CC=1.[Cu]I. The product is [C:7]1([C:5]2[S:6][C:2]([C:20]#[C:19][CH2:18][O:21][CH:22]3[CH2:27][CH2:26][CH2:25][CH2:24][O:23]3)=[C:3]([C:13]([O:15][CH2:16][CH3:17])=[O:14])[N:4]=2)[CH:12]=[CH:11][CH:10]=[CH:9][CH:8]=1. The yield is 0.880. (2) The reactants are Br[C:2]1[CH:3]=[N:4][C:5]2[C:6]3[CH:7]=[CH:8][CH:9]=[C:10]([CH:30]=3)[C@@H:11]([NH:22][C:23](=[O:29])[O:24][C:25]([CH3:28])([CH3:27])[CH3:26])[CH2:12][CH2:13][CH2:14][C@@H:15]([CH3:21])[C:16](=[O:20])[NH:17][C:18]=2[CH:19]=1.[CH3:31][N:32](C=O)C. The catalyst is [C-]#N.[C-]#N.[Zn+2].[Zn].CC(P(C(C)(C)C)C(C)(C)C)(C)C.CC(P(C(C)(C)C)C(C)(C)C)(C)C.[Pd]. The product is [C:31]([C:2]1[CH:3]=[N:4][C:5]2[C:6]3[CH:7]=[CH:8][CH:9]=[C:10]([CH:30]=3)[C@@H:11]([NH:22][C:23](=[O:29])[O:24][C:25]([CH3:28])([CH3:26])[CH3:27])[CH2:12][CH2:13][CH2:14][C@@H:15]([CH3:21])[C:16](=[O:20])[NH:17][C:18]=2[CH:19]=1)#[N:32]. The yield is 0.226. (3) The reactants are [C:1]([N:4]1[CH2:9][CH2:8][C:7]2[N:10]([CH:14]3[CH2:19][CH2:18][N:17]([CH:20]([CH3:38])[CH2:21][C@H:22]([NH:30]C(=O)OC(C)(C)C)[C:23]4[CH:28]=[CH:27][CH:26]=[C:25]([F:29])[CH:24]=4)[CH2:16][CH2:15]3)[C:11]([CH3:13])=[N:12][C:6]=2[CH2:5]1)(=[O:3])[CH3:2].Cl. No catalyst specified. The product is [C:1]([N:4]1[CH2:9][CH2:8][C:7]2[N:10]([CH:14]3[CH2:19][CH2:18][N:17]([CH:20]([CH3:38])[CH2:21][C@@H:22]([C:23]4[CH:28]=[CH:27][CH:26]=[C:25]([F:29])[CH:24]=4)[NH2:30])[CH2:16][CH2:15]3)[C:11]([CH3:13])=[N:12][C:6]=2[CH2:5]1)(=[O:3])[CH3:2]. The yield is 0.690. (4) The reactants are [CH3:1][O:2][C@H:3]1[CH2:13][CH2:12][CH2:11][C@H:10]2[C:4]1=[C:5]([C:25]([O:27][CH2:28][CH:29]=[CH2:30])=[O:26])[N:6]1[C@H:9]2[C@@H:8]([C@H:14]([O:19][Si](C)(C)C)[C:15]([F:18])([F:17])[F:16])[C:7]1=[O:24].CC(O)=O.[N+](CCCC)(CCCC)(CCCC)CCCC.[F-]. The catalyst is C1COCC1. The product is [CH3:1][O:2][C@H:3]1[CH2:13][CH2:12][CH2:11][C@H:10]2[C:4]1=[C:5]([C:25]([O:27][CH2:28][CH:29]=[CH2:30])=[O:26])[N:6]1[C@H:9]2[C@@H:8]([C@H:14]([OH:19])[C:15]([F:18])([F:16])[F:17])[C:7]1=[O:24]. The yield is 0.980.